This data is from Catalyst prediction with 721,799 reactions and 888 catalyst types from USPTO. The task is: Predict which catalyst facilitates the given reaction. (1) Product: [OH:1][C:2]1([C:15]2[CH:16]=[CH:17][C:18]([O:21][CH2:23][C:24]#[N:25])=[CH:19][CH:20]=2)[CH2:7][CH2:6][CH2:5][CH2:4][CH:3]1[NH:8][S:9]([CH:12]([CH3:14])[CH3:13])(=[O:11])=[O:10]. Reactant: [OH:1][C:2]1([C:15]2[CH:20]=[CH:19][C:18]([OH:21])=[CH:17][CH:16]=2)[CH2:7][CH2:6][CH2:5][CH2:4][CH:3]1[NH:8][S:9]([CH:12]([CH3:14])[CH3:13])(=[O:11])=[O:10].Br[CH2:23][C:24]#[N:25].C(=O)([O-])[O-].[K+].[K+]. The catalyst class is: 21. (2) Reactant: CN(C(ON1N=N[C:11]2C=CC=N[C:10]1=2)=[N+](C)C)C.F[P-](F)(F)(F)(F)F.[Br:25][C:26]1[CH:27]=[C:28]([NH:33][CH2:34][CH3:35])[C:29]([NH2:32])=[CH:30][CH:31]=1.[CH:36](N(CC)C(C)C)(C)[CH3:37].C1(C(O)=O)CC1. Product: [Br:25][C:26]1[CH:31]=[CH:30][C:29]2[N:32]=[C:34]([CH:35]3[CH2:11][CH2:10]3)[N:33]([CH2:36][CH3:37])[C:28]=2[CH:27]=1. The catalyst class is: 3. (3) Product: [CH3:20][N:17]1[C:5]2[C:6]([O:8][C@@H:9]([C@H:11]3[CH2:15][NH:14][C:13](=[O:16])[CH2:12]3)[CH3:10])=[N:7][C:2]([C:30]3[S:31][C:27]4[CH:26]=[N:25][N:24]([CH3:23])[C:28]=4[CH:29]=3)=[CH:3][C:4]=2[N:19]=[CH:18]1. Reactant: Cl[C:2]1[N:7]=[C:6]([O:8][C@@H:9]([C@H:11]2[CH2:15][NH:14][C:13](=[O:16])[CH2:12]2)[CH3:10])[C:5]2[N:17]([CH3:20])[CH:18]=[N:19][C:4]=2[CH:3]=1.[F-].[Cs+].[CH3:23][N:24]1[C:28]2[CH:29]=[C:30]([Sn](CCCC)(CCCC)CCCC)[S:31][C:27]=2[CH:26]=[N:25]1.[SnH4]. The catalyst class is: 12.